This data is from Reaction yield outcomes from USPTO patents with 853,638 reactions. The task is: Predict the reaction yield, written as a fraction of the theoretical maximum amount of product (1.0 means a 100% yield; for example, 0.34 means a 34% yield). (1) The reactants are [OH:1][C@H:2]1[C:10]2[C:5](=[CH:6][CH:7]=[CH:8][CH:9]=2)[CH2:4][C@:3]1([CH2:20][C:21]1[CH:29]=[CH:28][C:24]([C:25]([OH:27])=[O:26])=[CH:23][CH:22]=1)[C:11]1[CH2:12][C:13]2[C:18]([CH:19]=1)=[CH:17][CH:16]=[CH:15][CH:14]=2.C1CCC(N=C=NC2CCCCC2)CC1.C1C2C(COC([NH:62][CH2:63][C:64](O)=[O:65])=O)C3C(=CC=CC=3)C=2C=CC=1. The catalyst is CN(C1C=CN=CC=1)C.C(OCC)(=O)C. The product is [NH2:62][CH2:63][C:64]([O:1][C@H:2]1[C:10]2[C:5](=[CH:6][CH:7]=[CH:8][CH:9]=2)[CH2:4][C@:3]1([CH2:20][C:21]1[CH:29]=[CH:28][C:24]([C:25]([OH:27])=[O:26])=[CH:23][CH:22]=1)[C:11]1[CH2:12][C:13]2[C:18]([CH:19]=1)=[CH:17][CH:16]=[CH:15][CH:14]=2)=[O:65]. The yield is 0.560. (2) The catalyst is C(O)C.[Pd]. The reactants are [CH3:1][O:2][C:3]1[C:4]([CH3:33])=[C:5]([C:24]([O:31][CH3:32])=[C:25]([O:29][CH3:30])[C:26]=1[O:27][CH3:28])[CH2:6][C:7]1[C:8]([O:16]CC2C=CC=CC=2)=[C:9]([CH:13]=[CH:14][CH:15]=1)[C:10]([OH:12])=[O:11].[H][H]. The yield is 0.980. The product is [CH3:1][O:2][C:3]1[C:4]([CH3:33])=[C:5]([C:24]([O:31][CH3:32])=[C:25]([O:29][CH3:30])[C:26]=1[O:27][CH3:28])[CH2:6][C:7]1[C:8]([OH:16])=[C:9]([CH:13]=[CH:14][CH:15]=1)[C:10]([OH:12])=[O:11]. (3) The reactants are C(O[BH-](OC(=O)C)OC(=O)C)(=O)C.[Na+].[NH2:15][C:16]1[CH:25]=[CH:24][C:19]([C:20]([O:22][CH3:23])=[O:21])=[CH:18][C:17]=1[Cl:26].[CH:27]1([CH:30]=O)[CH2:29][CH2:28]1.C(O)(=O)C. The catalyst is C(Cl)Cl. The product is [Cl:26][C:17]1[CH:18]=[C:19]([CH:24]=[CH:25][C:16]=1[NH:15][CH2:30][CH:27]1[CH2:29][CH2:28]1)[C:20]([O:22][CH3:23])=[O:21]. The yield is 0.880. (4) The reactants are [OH:1][C:2]1[C:7]([O:8][CH3:9])=[CH:6][CH:5]=[CH:4][C:3]=1[CH2:10][C:11]([O:13][CH3:14])=[O:12].C(O)[C:16]1[CH:21]=[CH:20][CH:19]=[CH:18][CH:17]=1.O.C1(C)C=CC(S(O)(=O)=O)=CC=1. The catalyst is C1(C)C=CC=CC=1. The product is [OH:1][C:2]1[C:7]([O:8][CH3:9])=[CH:6][CH:5]=[CH:4][C:3]=1[CH2:10][C:11]([O:13][CH2:14][C:16]1[CH:21]=[CH:20][CH:19]=[CH:18][CH:17]=1)=[O:12]. The yield is 0.970.